The task is: Predict the reactants needed to synthesize the given product.. This data is from Full USPTO retrosynthesis dataset with 1.9M reactions from patents (1976-2016). (1) Given the product [OH2:20].[CH3:69][O:70][C:71]1[N:76]=[CH:75][C:74]([C:39]2[CH:40]=[C:41]3[C:45](=[CH:46][CH:47]=2)[NH:44][N:43]=[C:42]3[C:48]([NH:50][CH2:51][CH:52]2[CH2:57][CH2:56][N:55]([CH2:58][C:59]3[O:63][C:62]([C:64]([OH:66])=[O:65])=[CH:61][CH:60]=3)[CH2:54][CH2:53]2)=[O:49])=[CH:73][CH:72]=1, predict the reactants needed to synthesize it. The reactants are: O.FC1C(F)=CC=CC=1C1C=C2C(=CC=1)NN=C2C(NCC1CCN(CC2OC=C(C(O)=O)N=2)CC1)=[O:20].Br[C:39]1[CH:40]=[C:41]2[C:45](=[CH:46][CH:47]=1)[NH:44][N:43]=[C:42]2[C:48]([NH:50][CH2:51][CH:52]1[CH2:57][CH2:56][N:55]([CH2:58][C:59]2[O:63][C:62]([C:64]([O:66]CC)=[O:65])=[CH:61][CH:60]=2)[CH2:54][CH2:53]1)=[O:49].[CH3:69][O:70][C:71]1[N:76]=[CH:75][C:74](B(O)O)=[CH:73][CH:72]=1. (2) Given the product [CH3:7][N:6]1[C:2]([N:14]2[CH2:15][CH2:16][CH2:17][NH:11][C:12](=[O:18])[CH2:13]2)=[C:3]([N+:8]([O-:10])=[O:9])[CH:4]=[N:5]1, predict the reactants needed to synthesize it. The reactants are: Cl[C:2]1[N:6]([CH3:7])[N:5]=[CH:4][C:3]=1[N+:8]([O-:10])=[O:9].[NH:11]1[CH2:17][CH2:16][CH2:15][NH:14][CH2:13][C:12]1=[O:18]. (3) Given the product [NH2:16][C:17]1[N:22]([CH3:23])[C:21](=[O:25])[NH:20][C:19](=[O:26])[C:18]=1[CH2:27][CH3:1], predict the reactants needed to synthesize it. The reactants are: [C:1](C(CC)C(OCC)=O)#N.CNC(N)=O.[NH2:16][C:17]1[N:22]([CH2:23]C)[C:21](=[O:25])[NH:20][C:19](=[O:26])[C:18]=1[CH3:27]. (4) Given the product [Si:10]([O:13][CH2:14][C:15]1[CH:20]=[C:19]([O:21][CH2:22][CH3:23])[C:18]([B:33]([OH:34])[OH:32])=[C:17]([O:25][CH2:26][CH3:27])[CH:16]=1)([C:6]([CH3:9])([CH3:8])[CH3:7])([CH3:12])[CH3:11], predict the reactants needed to synthesize it. The reactants are: C([Li])CCC.[C:6]([Si:10]([O:13][CH2:14][C:15]1[CH:20]=[C:19]([O:21][CH2:22][CH3:23])[C:18](I)=[C:17]([O:25][CH2:26][CH3:27])[CH:16]=1)([CH3:12])[CH3:11])([CH3:9])([CH3:8])[CH3:7].C[Si]([O:32][B:33](O[Si](C)(C)C)[O:34][Si](C)(C)C)(C)C.C(=O)([O-])O.[Na+].Cl. (5) Given the product [OH:37][C:34]1[N:35]=[CH:36][C:31]([O:1][C:2]2[CH:3]=[C:4]([CH3:23])[C:5]([C:9]3[N:10]=[C:11]([NH:14][C:15](=[O:22])[C:16]4[CH:21]=[CH:20][N:19]=[CH:18][CH:17]=4)[S:12][CH:13]=3)=[C:6]([CH3:8])[CH:7]=2)=[CH:32][CH:33]=1, predict the reactants needed to synthesize it. The reactants are: [OH:1][C:2]1[CH:7]=[C:6]([CH3:8])[C:5]([C:9]2[N:10]=[C:11]([NH:14][C:15](=[O:22])[C:16]3[CH:21]=[CH:20][N:19]=[CH:18][CH:17]=3)[S:12][CH:13]=2)=[C:4]([CH3:23])[CH:3]=1.C(=O)([O-])[O-].[Cs+].[Cs+].Br[C:31]1[CH:32]=[CH:33][C:34]([O:37]C)=[N:35][CH:36]=1.